Dataset: Catalyst prediction with 721,799 reactions and 888 catalyst types from USPTO. Task: Predict which catalyst facilitates the given reaction. (1) Reactant: [CH3:1][O:2][C:3]1[N:8]=[CH:7][C:6]([N:9]2[C:13]([C:14]3[CH:19]=[CH:18][CH:17]=[CH:16][CH:15]=3)=[CH:12][C:11]([C:20]([N:22]3[CH2:27][CH2:26][N:25]([CH3:28])[CH2:24][CH2:23]3)=O)=[N:10]2)=[CH:5][CH:4]=1.COC1C=CC(P2(=S)SP(=S)(C3C=CC(OC)=CC=3)[S:38]2)=CC=1. Product: [CH3:1][O:2][C:3]1[N:8]=[CH:7][C:6]([N:9]2[C:13]([C:14]3[CH:19]=[CH:18][CH:17]=[CH:16][CH:15]=3)=[CH:12][C:11]([C:20]([N:22]3[CH2:27][CH2:26][N:25]([CH3:28])[CH2:24][CH2:23]3)=[S:38])=[N:10]2)=[CH:5][CH:4]=1. The catalyst class is: 11. (2) Reactant: [F:1][C:2]1[CH:7]=[C:6]([N+:8]([O-])=O)[CH:5]=[C:4]([F:11])[C:3]=1[N:12]1[CH:16]=[CH:15][C:14]([NH:17][C:18]([C:20]2[CH:28]=[CH:27][CH:26]=[CH:25][C:21]=2[C:22]([OH:24])=[O:23])=[O:19])=[N:13]1. Product: [NH2:8][C:6]1[CH:7]=[C:2]([F:1])[C:3]([N:12]2[CH:16]=[CH:15][C:14]([NH:17][C:18]([C:20]3[CH:28]=[CH:27][CH:26]=[CH:25][C:21]=3[C:22]([OH:24])=[O:23])=[O:19])=[N:13]2)=[C:4]([F:11])[CH:5]=1. The catalyst class is: 43. (3) Reactant: [OH:1][C@@H:2]1[CH2:7][CH2:6][CH2:5][N:4]([C:8]([O:10][C:11]([CH3:14])([CH3:13])[CH3:12])=[O:9])[CH2:3]1.[H-].[Na+].Br[CH2:18][CH2:19][O:20][CH3:21]. Product: [CH3:21][O:20][CH2:19][CH2:18][O:1][C@@H:2]1[CH2:7][CH2:6][CH2:5][N:4]([C:8]([O:10][C:11]([CH3:14])([CH3:13])[CH3:12])=[O:9])[CH2:3]1. The catalyst class is: 3. (4) Reactant: Br[C:2]1[C:3]2[C:10]([C:11]3[CH:16]=[CH:15][CH:14]=[CH:13][CH:12]=3)=[C:9]([C:17]3[CH:22]=[CH:21][CH:20]=[CH:19][CH:18]=3)[O:8][C:4]=2[N:5]=[CH:6][N:7]=1.[S:23]1[CH2:27][CH2:26][S:25][CH:24]1NC.C[CH2:31][N:32](C(C)C)C(C)C. Product: [S:25]1[CH2:26][CH2:27][S:23][CH:24]1[CH2:31][NH:32][C:2]1[C:3]2[C:10]([C:11]3[CH:16]=[CH:15][CH:14]=[CH:13][CH:12]=3)=[C:9]([C:17]3[CH:22]=[CH:21][CH:20]=[CH:19][CH:18]=3)[O:8][C:4]=2[N:5]=[CH:6][N:7]=1. The catalyst class is: 51. (5) Reactant: [OH:1][C:2]1[CH:10]=[C:9]([OH:11])[CH:8]=[CH:7][C:3]=1[C:4]([OH:6])=[O:5].[CH2:12](Cl)[C:13]1[CH:18]=[CH:17][CH:16]=[CH:15][CH:14]=1.C(=O)([O-])[O-].[K+].[K+]. Product: [CH2:12]([O:1][C:2]1[CH:10]=[C:9]([O:11][CH2:4][C:3]2[CH:7]=[CH:8][CH:9]=[CH:10][CH:2]=2)[CH:8]=[CH:7][C:3]=1[C:4]([O:6][CH2:12][C:13]1[CH:18]=[CH:17][CH:16]=[CH:15][CH:14]=1)=[O:5])[C:13]1[CH:18]=[CH:17][CH:16]=[CH:15][CH:14]=1. The catalyst class is: 3. (6) Reactant: [Cl:1][C:2]1[CH:3]=[C:4]([N:14]([CH2:22][C:23]2[CH:28]=[CH:27][C:26]([O:29][CH3:30])=[CH:25][CH:24]=2)[C:15]2[CH:20]=[CH:19][C:18]([CH3:21])=[CH:17][N:16]=2)[C:5]2[N:6]([C:8]([C:11]([OH:13])=O)=[CH:9][N:10]=2)[N:7]=1.Cl.CN(C)CCCN=C=NCC.ON1C2C=CC=CC=2N=N1.[N:53]1[CH:58]=[CH:57][C:56]([NH2:59])=[CH:55][CH:54]=1. Product: [Cl:1][C:2]1[CH:3]=[C:4]([N:14]([CH2:22][C:23]2[CH:28]=[CH:27][C:26]([O:29][CH3:30])=[CH:25][CH:24]=2)[C:15]2[CH:20]=[CH:19][C:18]([CH3:21])=[CH:17][N:16]=2)[C:5]2[N:6]([C:8]([C:11]([NH:59][C:56]3[CH:57]=[CH:58][N:53]=[CH:54][CH:55]=3)=[O:13])=[CH:9][N:10]=2)[N:7]=1. The catalyst class is: 10. (7) Reactant: [Cl:1][C:2]1[CH:7]=[CH:6][C:5](B(O)O)=[CH:4][C:3]=1[C:11]([NH:13][CH2:14][C:15]12[CH2:24][CH:19]3[CH2:20][CH:21]([CH2:23][CH:17]([CH2:18]3)[CH2:16]1)[CH2:22]2)=[O:12].Cl[C:26]1[C:31]([C:32]([O:34][CH3:35])=[O:33])=[CH:30][C:29]([Cl:36])=[CH:28][N:27]=1.C(=O)([O-])[O-].[K+].[K+]. Product: [Cl:36][C:29]1[CH:30]=[C:31]([C:32]([O:34][CH3:35])=[O:33])[C:26]([C:5]2[CH:6]=[CH:7][C:2]([Cl:1])=[C:3]([C:11]([NH:13][CH2:14][C:15]34[CH2:24][CH:19]5[CH2:20][CH:21]([CH2:23][CH:17]([CH2:18]5)[CH2:16]3)[CH2:22]4)=[O:12])[CH:4]=2)=[N:27][CH:28]=1. The catalyst class is: 235.